From a dataset of Forward reaction prediction with 1.9M reactions from USPTO patents (1976-2016). Predict the product of the given reaction. (1) Given the reactants [Cl:1][C:2]1[CH:3]=[C:4]([C:10]2[CH:14]=[CH:13][N:12]([CH2:15][C@@H:16]([NH:18][C:19]([C:21]3[N:22]=[C:23]([CH3:26])[NH:24][CH:25]=3)=[O:20])[CH3:17])[N:11]=2)[CH:5]=[CH:6][C:7]=1[C:8]#[N:9].[C:27]1(P([C:27]2[CH:32]=CC=[CH:29][CH:28]=2)[C:27]2[CH:32]=CC=[CH:29][CH:28]=2)[CH:32]=CC=[CH:29][CH:28]=1.C(O)CCC.CC(OC(/N=N/C(OC(C)C)=O)=O)C, predict the reaction product. The product is: [CH2:32]([N:24]1[CH:25]=[C:21]([C:19]([NH:18][C@@H:16]([CH3:17])[CH2:15][N:12]2[CH:13]=[CH:14][C:10]([C:4]3[CH:5]=[CH:6][C:7]([C:8]#[N:9])=[C:2]([Cl:1])[CH:3]=3)=[N:11]2)=[O:20])[N:22]=[C:23]1[CH3:26])[CH2:27][CH2:28][CH3:29]. (2) Given the reactants [C:1]([OH:5])(=[O:4])[CH:2]=[O:3].[CH3:6][O:7][C:8]1[CH:18]=[C:17]([O:19][CH3:20])[CH:16]=[CH:15][C:9]=1[CH2:10][NH:11][CH2:12][CH2:13]O.O, predict the reaction product. The product is: [OH:4][CH:1]1[O:5][CH2:13][CH2:12][N:11]([CH2:10][C:9]2[CH:15]=[CH:16][C:17]([O:19][CH3:20])=[CH:18][C:8]=2[O:7][CH3:6])[C:2]1=[O:3]. (3) Given the reactants [F:1][C:2]1[CH:7]=[CH:6][C:5]([N:8]2[C:13](=[O:14])[C:12]([O:15][CH3:16])=[C:11](Br)[CH:10]=[N:9]2)=[CH:4][CH:3]=1.[CH3:18][S:19][C:20]1[CH:25]=[CH:24][C:23](B(O)O)=[CH:22][CH:21]=1, predict the reaction product. The product is: [F:1][C:2]1[CH:7]=[CH:6][C:5]([N:8]2[C:13](=[O:14])[C:12]([O:15][CH3:16])=[C:11]([C:23]3[CH:24]=[CH:25][C:20]([S:19][CH3:18])=[CH:21][CH:22]=3)[CH:10]=[N:9]2)=[CH:4][CH:3]=1. (4) The product is: [OH:19][C:16]1[CH:17]=[CH:18][C:13]([N:3]2[C:4]3[C:9](=[CH:8][CH:7]=[CH:6][CH:5]=3)[C:10]([C:11]#[N:12])=[C:2]2[N:20]2[CH:24]=[CH:23][CH:22]=[CH:21]2)=[CH:14][CH:15]=1. Given the reactants Br[C:2]1[N:3]([C:13]2[CH:18]=[CH:17][C:16]([OH:19])=[CH:15][CH:14]=2)[C:4]2[C:9]([C:10]=1[C:11]#[N:12])=[CH:8][CH:7]=[CH:6][CH:5]=2.[NH:20]1[CH:24]=[CH:23][CH:22]=[CH:21]1.C(=O)([O-])[O-].[Cs+].[Cs+], predict the reaction product. (5) The product is: [CH3:9][C:10]1[C:15](=[O:16])[CH2:14][CH:13]([C:17]([CH3:19])=[CH2:18])[CH2:12][CH:11]=1. Given the reactants NC1C=CC=CC=1O.[CH3:9][C:10]1[C@@H:15]([OH:16])[CH2:14][CH:13]([C:17]([CH3:19])=[CH2:18])[CH2:12][CH:11]=1, predict the reaction product. (6) Given the reactants [OH:1][CH2:2][C:3]1[CH:8]=[CH:7][CH:6]=[C:5]([CH2:9][OH:10])[N:4]=1.[Cl:11][C:12]1[C:17]([Cl:18])=[CH:16][CH:15]=[CH:14][C:13]=1[S:19]([NH:22][C:23]1[C:28](Cl)=[N:27][C:26]([Cl:30])=[CH:25][N:24]=1)(=[O:21])=[O:20], predict the reaction product. The product is: [Cl:11][C:12]1[C:17]([Cl:18])=[CH:16][CH:15]=[CH:14][C:13]=1[S:19]([NH:22][C:23]1[C:28]([O:1][CH2:2][C:3]2[CH:8]=[CH:7][CH:6]=[C:5]([CH2:9][OH:10])[N:4]=2)=[N:27][C:26]([Cl:30])=[CH:25][N:24]=1)(=[O:21])=[O:20].